This data is from Full USPTO retrosynthesis dataset with 1.9M reactions from patents (1976-2016). The task is: Predict the reactants needed to synthesize the given product. (1) The reactants are: C[O:2][C:3]([C:5]1[CH:9]=[C:8]([C:10]2[CH:15]=[CH:14][C:13]([O:16][CH2:17][C:18]3[CH:23]=[CH:22][CH:21]=[CH:20][CH:19]=3)=[CH:12][CH:11]=2)[NH:7][N:6]=1)=[O:4].O.[OH-].[Li+:26]. Given the product [CH2:17]([O:16][C:13]1[CH:12]=[CH:11][C:10]([C:8]2[NH:7][N:6]=[C:5]([C:3]([O-:4])=[O:2])[CH:9]=2)=[CH:15][CH:14]=1)[C:18]1[CH:23]=[CH:22][CH:21]=[CH:20][CH:19]=1.[Li+:26], predict the reactants needed to synthesize it. (2) Given the product [Br:12][C:9]1[CH:10]=[CH:11][C:6]([C:4]([OH:5])([CH3:1])[CH3:3])=[CH:7][CH:8]=1, predict the reactants needed to synthesize it. The reactants are: [CH3:1][Li].[CH3:3][C:4]([C:6]1[CH:11]=[CH:10][C:9]([Br:12])=[CH:8][CH:7]=1)=[O:5].[Cl-].[NH4+]. (3) Given the product [NH2:18][C:14]1[CH:13]=[C:12]([C:10]2[C:9]3[C:4](=[CH:5][C:6]([O:21][CH3:22])=[C:7]([O:19][CH3:20])[CH:8]=3)[N:3]=[C:2]([CH2:32][NH2:33])[N:11]=2)[CH:17]=[CH:16][CH:15]=1, predict the reactants needed to synthesize it. The reactants are: Cl[C:2]1[N:11]=[C:10]([C:12]2[CH:13]=[C:14]([NH2:18])[CH:15]=[CH:16][CH:17]=2)[C:9]2[C:4](=[CH:5][C:6]([O:21][CH3:22])=[C:7]([O:19][CH3:20])[CH:8]=2)[N:3]=1.O1CCCC1.C(O)(C)C.[CH3:32][NH2:33]. (4) The reactants are: C[C:2]([O-:5])(C)C.[K+:6].[C:7](#[N:12])[CH2:8][CH2:9][C:10]#[N:11]. Given the product [C:10]([C:9]([CH2:8][C:7]#[N:12])=[CH:2][O-:5])#[N:11].[K+:6], predict the reactants needed to synthesize it. (5) Given the product [CH:11]1([C:10]2[C:9]3[C:4](=[CH:5][C:6]([C:17]([O:19][CH3:20])=[O:18])=[CH:7][CH:8]=3)[N:3]3[CH:21]([OH:22])[C:23]4[C:28]([C:2]=23)=[CH:27][CH:26]=[CH:25][CH:24]=4)[CH2:16][CH2:15][CH2:14][CH2:13][CH2:12]1, predict the reactants needed to synthesize it. The reactants are: Br[C:2]1[NH:3][C:4]2[C:9]([C:10]=1[CH:11]1[CH2:16][CH2:15][CH2:14][CH2:13][CH2:12]1)=[CH:8][CH:7]=[C:6]([C:17]([O:19][CH3:20])=[O:18])[CH:5]=2.[CH:21]([C:23]1[CH:28]=[CH:27][CH:26]=[CH:25][C:24]=1B(O)O)=[O:22].[Li+].[Cl-].CCO.C1(C)C=CC=CC=1.